Dataset: Full USPTO retrosynthesis dataset with 1.9M reactions from patents (1976-2016). Task: Predict the reactants needed to synthesize the given product. (1) Given the product [Br:16][CH:11]1[CH2:12][CH2:13][CH2:14][CH:9]([C:7]([N:1]2[CH2:6][CH2:5][CH2:4][CH2:3][CH2:2]2)=[O:8])[C:10]1=[O:15], predict the reactants needed to synthesize it. The reactants are: [N:1]1([C:7]([CH:9]2[CH2:14][CH2:13][CH2:12][CH2:11][C:10]2=[O:15])=[O:8])[CH2:6][CH2:5][CH2:4][CH2:3][CH2:2]1.[Br:16]Br. (2) Given the product [Br:41][C:9]1[C:10]2[CH2:11][N:12]([C:16]([O:18][C:19]([CH3:20])([CH3:21])[CH3:22])=[O:17])[CH2:13][CH2:14][C:15]=2[N:7]([CH2:6][O:5][CH2:4][CH2:3][Si:2]([CH3:23])([CH3:24])[CH3:1])[N:8]=1, predict the reactants needed to synthesize it. The reactants are: [CH3:1][Si:2]([CH3:24])([CH3:23])[CH2:3][CH2:4][O:5][CH2:6][N:7]1[C:15]2[CH2:14][CH2:13][N:12]([C:16]([O:18][C:19]([CH3:22])([CH3:21])[CH3:20])=[O:17])[CH2:11][C:10]=2[CH:9]=[N:8]1.CN(P(N(C)C)(N(C)C)=O)C.[Li]CCCC.[Br:41]C(Cl)(Cl)C(Br)(Cl)Cl. (3) Given the product [OH:8][N:9]1[C:15](=[O:16])[N:14]2[CH2:17][C@H:10]1[CH2:11][CH2:12][C@H:13]2[C:18]([NH:20][NH:21][C:22]([C@@H:24]1[CH2:29][CH2:28][CH2:27][CH2:26][N:25]1[C:30]([O:32][C:33]([CH3:36])([CH3:35])[CH3:34])=[O:31])=[O:23])=[O:19], predict the reactants needed to synthesize it. The reactants are: C([O:8][N:9]1[C:15](=[O:16])[N:14]2[CH2:17][C@H:10]1[CH2:11][CH2:12][C@H:13]2[C:18]([NH:20][NH:21][C:22]([C@@H:24]1[CH2:29][CH2:28][CH2:27][CH2:26][N:25]1[C:30]([O:32][C:33]([CH3:36])([CH3:35])[CH3:34])=[O:31])=[O:23])=[O:19])C1C=CC=CC=1.[H][H].